This data is from Catalyst prediction with 721,799 reactions and 888 catalyst types from USPTO. The task is: Predict which catalyst facilitates the given reaction. (1) Reactant: C([Si]([O:8][C:9]([C:12]1[CH:17]=[C:16]([CH2:18][O:19][C:20]2[CH:25]=[C:24]([Cl:26])[CH:23]=[C:22]([Cl:27])[CH:21]=2)[CH:15]=[CH:14][C:13]=1[Cl:28])([CH3:11])[CH3:10])(C)C)(C)(C)C.[F-].C([N+](CCCC)(CCCC)CCCC)CCC. Product: [Cl:28][C:13]1[CH:14]=[CH:15][C:16]([CH2:18][O:19][C:20]2[CH:25]=[C:24]([Cl:26])[CH:23]=[C:22]([Cl:27])[CH:21]=2)=[CH:17][C:12]=1[C:9]([OH:8])([CH3:10])[CH3:11]. The catalyst class is: 1. (2) Reactant: [F:1][C:2]1[CH:7]=[CH:6][CH:5]=[C:4]([F:8])[C:3]=1[C:9]1[N:13]([CH3:14])[N:12]=[C:11]([O:15][CH3:16])[C:10]=1[CH:17]=[O:18].[F:19][C:20]1[CH:25]=[CH:24][C:23]([Mg]Br)=[C:22]([CH3:28])[CH:21]=1. Product: [F:1][C:2]1[CH:7]=[CH:6][CH:5]=[C:4]([F:8])[C:3]=1[C:9]1[N:13]([CH3:14])[N:12]=[C:11]([O:15][CH3:16])[C:10]=1[CH:17]([C:23]1[CH:24]=[CH:25][C:20]([F:19])=[CH:21][C:22]=1[CH3:28])[OH:18]. The catalyst class is: 7. (3) Reactant: [NH2:1][C:2]1[N:7]=[CH:6][N:5]([C@@H:8]2[O:22][C@H:21]([CH2:23][O:24]C(=O)C3C=CC(Cl)=CC=3)[C@@H:10]([O:11]C(=O)C3C=CC(Cl)=CC=3)[CH2:9]2)[C:4](=[O:34])[N:3]=1.NC1N=CN([C@H]2O[C@H](COC(=O)C3C=CC(Cl)=CC=3)[C@@H](OC(=O)C3C=CC(Cl)=CC=3)C2)C(=O)N=1.C[O-].[Na+]. Product: [CH2:9]1[C@H:8]([N:5]2[C:4](=[O:34])[N:3]=[C:2]([NH2:1])[N:7]=[CH:6]2)[O:22][C@H:21]([CH2:23][OH:24])[C@H:10]1[OH:11]. The catalyst class is: 5. (4) Reactant: Br[C:2]1[CH:3]=[C:4]([CH:37]=[CH:38][CH:39]=1)[CH2:5][N:6]1[C:10]2[CH:11]=[CH:12][C:13]([O:15][CH2:16][C:17]3[CH:26]=[CH:25][C:24]4[C:19](=[CH:20][CH:21]=[CH:22][CH:23]=4)[N:18]=3)=[CH:14][C:9]=2[N:8]=[C:7]1[CH2:27][C:28]1([C:33]([O:35][CH3:36])=[O:34])[CH2:32][CH2:31][CH2:30][CH2:29]1.[CH3:40][Si:41]([CH3:55])([CH3:54])[CH2:42][CH2:43][O:44][CH2:45][N:46]1[C:50](B(O)O)=[CH:49][CH:48]=[N:47]1.C([O-])([O-])=O.[Na+].[Na+]. Product: [N:18]1[C:19]2[C:24](=[CH:23][CH:22]=[CH:21][CH:20]=2)[CH:25]=[CH:26][C:17]=1[CH2:16][O:15][C:13]1[CH:12]=[CH:11][C:10]2[N:6]([CH2:5][C:4]3[CH:37]=[CH:38][CH:39]=[C:2]([C:50]4[N:46]([CH2:45][O:44][CH2:43][CH2:42][Si:41]([CH3:55])([CH3:54])[CH3:40])[N:47]=[CH:48][CH:49]=4)[CH:3]=3)[C:7]([CH2:27][C:28]3([C:33]([O:35][CH3:36])=[O:34])[CH2:32][CH2:31][CH2:30][CH2:29]3)=[N:8][C:9]=2[CH:14]=1. The catalyst class is: 12. (5) Reactant: [NH2:1][C:2]1[CH:7]=[C:6]([S:8][C:9]2[C:18]3[C:13](=[CH:14][CH:15]=[CH:16][CH:17]=3)[C:12]([NH:19][C:20]([NH:22][C:23]3[N:27]([C:28]4[CH:33]=[CH:32][C:31]([CH3:34])=[CH:30][CH:29]=4)[N:26]=[C:25]([C:35]([CH3:38])([CH3:37])[CH3:36])[CH:24]=3)=[O:21])=[CH:11][CH:10]=2)[CH:5]=[CH:4][N:3]=1.CCN(C(C)C)C(C)C.[CH3:48][O:49][CH2:50][C:51](Cl)=[O:52].N. Product: [C:35]([C:25]1[CH:24]=[C:23]([NH:22][C:20](=[O:21])[NH:19][C:12]2[C:13]3[C:18](=[CH:17][CH:16]=[CH:15][CH:14]=3)[C:9]([S:8][C:6]3[CH:5]=[CH:4][N:3]=[C:2]([NH:1][C:51](=[O:52])[CH2:50][O:49][CH3:48])[CH:7]=3)=[CH:10][CH:11]=2)[N:27]([C:28]2[CH:29]=[CH:30][C:31]([CH3:34])=[CH:32][CH:33]=2)[N:26]=1)([CH3:38])([CH3:37])[CH3:36]. The catalyst class is: 2.